From a dataset of NCI-60 drug combinations with 297,098 pairs across 59 cell lines. Regression. Given two drug SMILES strings and cell line genomic features, predict the synergy score measuring deviation from expected non-interaction effect. (1) Drug 1: CS(=O)(=O)C1=CC(=C(C=C1)C(=O)NC2=CC(=C(C=C2)Cl)C3=CC=CC=N3)Cl. Drug 2: CCC1(C2=C(COC1=O)C(=O)N3CC4=CC5=C(C=CC(=C5CN(C)C)O)N=C4C3=C2)O.Cl. Cell line: UO-31. Synergy scores: CSS=22.1, Synergy_ZIP=-11.0, Synergy_Bliss=-11.2, Synergy_Loewe=-17.7, Synergy_HSA=-8.96. (2) Drug 1: CC1=C(C=C(C=C1)NC2=NC=CC(=N2)N(C)C3=CC4=NN(C(=C4C=C3)C)C)S(=O)(=O)N.Cl. Drug 2: CC1=C(C=C(C=C1)NC(=O)C2=CC=C(C=C2)CN3CCN(CC3)C)NC4=NC=CC(=N4)C5=CN=CC=C5. Cell line: MOLT-4. Synergy scores: CSS=16.6, Synergy_ZIP=-4.11, Synergy_Bliss=-0.0951, Synergy_Loewe=1.49, Synergy_HSA=2.04.